From a dataset of Reaction yield outcomes from USPTO patents with 853,638 reactions. Predict the reaction yield, written as a fraction of the theoretical maximum amount of product (1.0 means a 100% yield; for example, 0.34 means a 34% yield). The reactants are [C:1]([O:5][C:6]([NH:8][C:9]1[CH:10]=[CH:11][C:12]([C:15](OCC)=[O:16])=[N:13][CH:14]=1)=[O:7])([CH3:4])([CH3:3])[CH3:2].[H-].[H-].[H-].[H-].[Li+].[Al+3]. The catalyst is C(OCC)C. The product is [OH:16][CH2:15][C:12]1[N:13]=[CH:14][C:9]([NH:8][C:6](=[O:7])[O:5][C:1]([CH3:3])([CH3:2])[CH3:4])=[CH:10][CH:11]=1. The yield is 0.780.